From a dataset of Reaction yield outcomes from USPTO patents with 853,638 reactions. Predict the reaction yield, written as a fraction of the theoretical maximum amount of product (1.0 means a 100% yield; for example, 0.34 means a 34% yield). (1) The yield is 0.590. The catalyst is C1(C)C=CC=CC=1.O.C([O-])(=O)C.[Pd+2].C([O-])(=O)C.C(PC12CC3CC(CC(C3)C1)C2)CCC. The reactants are [CH:1]1([B-](F)(F)F)[CH2:3][CH2:2]1.[K+].C(=O)([O-])[O-].[Cs+].[Cs+].[CH3:15][O:16][C:17]([C:19]1[CH:24]=[CH:23][C:22](Br)=[C:21]([Cl:26])[N:20]=1)=[O:18]. The product is [CH3:15][O:16][C:17]([C:19]1[CH:24]=[CH:23][C:22]([CH:1]2[CH2:3][CH2:2]2)=[C:21]([Cl:26])[N:20]=1)=[O:18]. (2) The reactants are [Br:1][C:2]1[CH:7]=[CH:6][C:5]([OH:8])=[CH:4][C:3]=1[O:9][CH:10]([CH3:12])[CH3:11].C(=O)([O-])[O-].[K+].[K+].[CH2:19](I)[CH3:20]. The catalyst is CC(C)=O.C(OCC)C. The product is [Br:1][C:2]1[CH:7]=[CH:6][C:5]([O:8][CH2:19][CH3:20])=[CH:4][C:3]=1[O:9][CH:10]([CH3:12])[CH3:11]. The yield is 0.860. (3) The reactants are [CH2:1]([S:8][C:9]1[C:10](F)=[C:11]([F:27])[C:12]([NH:19][C:20]2[CH:25]=[CH:24][CH:23]=[CH:22][C:21]=2[F:26])=[C:13]([CH:18]=1)[C:14]([O:16][CH3:17])=[O:15])[C:2]1[CH:7]=[CH:6][CH:5]=[CH:4][CH:3]=1.[N-:29]=[N+:30]=[N-:31].[Na+].O. The catalyst is CN(C=O)C. The product is [N:29]([C:10]1[C:9]([S:8][CH2:1][C:2]2[CH:7]=[CH:6][CH:5]=[CH:4][CH:3]=2)=[CH:18][C:13]([C:14]([O:16][CH3:17])=[O:15])=[C:12]([NH:19][C:20]2[CH:25]=[CH:24][CH:23]=[CH:22][C:21]=2[F:26])[C:11]=1[F:27])=[N+:30]=[N-:31]. The yield is 0.780. (4) The reactants are Br[CH2:2][C:3]([O:5][C:6]([CH3:9])([CH3:8])[CH3:7])=[O:4].[CH2:10]([O:17][C:18]([NH:20][C:21]1[C:22](=[O:28])[NH:23][C:24]([CH3:27])=[CH:25][CH:26]=1)=[O:19])[C:11]1[CH:16]=[CH:15][CH:14]=[CH:13][CH:12]=1.C([O-])([O-])=O.[Cs+].[Cs+]. The catalyst is CN(C)C=O. The product is [CH2:10]([O:17][C:18]([NH:20][C:21]1[C:22](=[O:28])[N:23]([CH2:2][C:3]([O:5][C:6]([CH3:9])([CH3:8])[CH3:7])=[O:4])[C:24]([CH3:27])=[CH:25][CH:26]=1)=[O:19])[C:11]1[CH:12]=[CH:13][CH:14]=[CH:15][CH:16]=1. The yield is 0.560.